The task is: Binary Classification. Given a T-cell receptor sequence (or CDR3 region) and an epitope sequence, predict whether binding occurs between them.. This data is from TCR-epitope binding with 47,182 pairs between 192 epitopes and 23,139 TCRs. (1) The epitope is ISPRTLNAW. The TCR CDR3 sequence is CASSYYDTIYF. Result: 0 (the TCR does not bind to the epitope). (2) The epitope is RAKFKQLL. The TCR CDR3 sequence is CASSTSTGTGYGYTF. Result: 1 (the TCR binds to the epitope). (3) The epitope is KPLEFGATSAAL. The TCR CDR3 sequence is CASSFPGQAGEQYF. Result: 1 (the TCR binds to the epitope). (4) The epitope is WICLLQFAY. The TCR CDR3 sequence is CASSPNLPGDTQYF. Result: 1 (the TCR binds to the epitope).